From a dataset of Merck oncology drug combination screen with 23,052 pairs across 39 cell lines. Regression. Given two drug SMILES strings and cell line genomic features, predict the synergy score measuring deviation from expected non-interaction effect. Drug 1: CCC1=CC2CN(C1)Cc1c([nH]c3ccccc13)C(C(=O)OC)(c1cc3c(cc1OC)N(C)C1C(O)(C(=O)OC)C(OC(C)=O)C4(CC)C=CCN5CCC31C54)C2. Drug 2: O=C(CCCCCCC(=O)Nc1ccccc1)NO. Cell line: SKMEL30. Synergy scores: synergy=-17.3.